Predict the reaction yield, written as a fraction of the theoretical maximum amount of product (1.0 means a 100% yield; for example, 0.34 means a 34% yield). From a dataset of Reaction yield outcomes from USPTO patents with 853,638 reactions. The reactants are Br[C:2]1[C:7]([CH2:8][OH:9])=[CH:6][C:5]([Cl:10])=[CH:4][N:3]=1.[O:11]1[CH:16]=[CH:15][CH2:14][CH2:13][CH2:12]1.[Cl-].[Li+].C([Mg]Cl)(C)C.CN([CH:27]=[O:28])C. The catalyst is CC1OCCC1.S(=O)(=O)(O)O. The product is [Cl:10][C:5]1[CH:6]=[C:7]([CH2:8][O:9][CH:16]2[CH2:15][CH2:14][CH2:13][CH2:12][O:11]2)[C:2]([CH:27]=[O:28])=[N:3][CH:4]=1. The yield is 0.740.